From a dataset of Peptide-MHC class I binding affinity with 185,985 pairs from IEDB/IMGT. Regression. Given a peptide amino acid sequence and an MHC pseudo amino acid sequence, predict their binding affinity value. This is MHC class I binding data. The peptide sequence is KTFSAHNLF. The MHC is HLA-A11:01 with pseudo-sequence HLA-A11:01. The binding affinity (normalized) is 0.0847.